From a dataset of Full USPTO retrosynthesis dataset with 1.9M reactions from patents (1976-2016). Predict the reactants needed to synthesize the given product. Given the product [CH3:1][O:2][C:3]1[CH:4]=[CH:5][C:6]2[N:11]=[CH:10][C:9](=[O:12])[N:8]([C:13]3[CH:14]=[C:15]4[C:20](=[CH:21][CH:22]=3)[CH:19]([CH2:23][NH:24][C:25](=[O:31])[O:26][C:27]([CH3:28])([CH3:30])[CH3:29])[CH2:18][CH2:17][CH2:16]4)[C:7]=2[N:32]=1, predict the reactants needed to synthesize it. The reactants are: [CH3:1][O:2][C:3]1[CH:4]=[CH:5][C:6]2[NH:11][CH2:10][C:9](=[O:12])[N:8]([C:13]3[CH:14]=[C:15]4[C:20](=[CH:21][CH:22]=3)[CH:19]([CH2:23][NH:24][C:25](=[O:31])[O:26][C:27]([CH3:30])([CH3:29])[CH3:28])[CH2:18][CH2:17][CH2:16]4)[C:7]=2[N:32]=1.